Dataset: Catalyst prediction with 721,799 reactions and 888 catalyst types from USPTO. Task: Predict which catalyst facilitates the given reaction. Reactant: [N:1]1([C:10]2[N:18]=[C:17]([N:19]3[CH2:24][CH2:23][CH:22]([NH:25]C(=O)OC(C)(C)C)[CH2:21][CH2:20]3)[N:16]=[C:15]3[C:11]=2[N:12]=[CH:13][NH:14]3)[C:5]2[CH:6]=[CH:7][CH:8]=[CH:9][C:4]=2[N:3]=[CH:2]1.[F:33][C:34]([F:39])([F:38])[C:35]([OH:37])=[O:36].C1(OC)C=CC=CC=1. Product: [F:33][C:34]([F:39])([F:38])[C:35]([OH:37])=[O:36].[F:33][C:34]([F:39])([F:38])[C:35]([OH:37])=[O:36].[N:1]1([C:10]2[N:18]=[C:17]([N:19]3[CH2:20][CH2:21][CH:22]([NH2:25])[CH2:23][CH2:24]3)[N:16]=[C:15]3[C:11]=2[N:12]=[CH:13][NH:14]3)[C:5]2[CH:6]=[CH:7][CH:8]=[CH:9][C:4]=2[N:3]=[CH:2]1. The catalyst class is: 2.